Dataset: Retrosynthesis with 50K atom-mapped reactions and 10 reaction types from USPTO. Task: Predict the reactants needed to synthesize the given product. (1) Given the product COCCCCCCCCOS(C)(=O)=O, predict the reactants needed to synthesize it. The reactants are: COCCCCCCCCO.CS(=O)(=O)Cl. (2) Given the product CC(C)C(C(=O)OCc1ccccc1)N(CC[C@@H]1C[C@H](CC(=O)OC(C)(C)C)OC(C)(C)O1)C(=O)c1ccc(F)cc1, predict the reactants needed to synthesize it. The reactants are: CC(C)C(NCC[C@@H]1C[C@H](CC(=O)OC(C)(C)C)OC(C)(C)O1)C(=O)OCc1ccccc1.O=C(Cl)c1ccc(F)cc1. (3) Given the product C=Cc1cc([C@]2(OC)C[C@@H](C(=O)OC)N(C(=O)OC(C)(C)C)C2)cc2ccccc12, predict the reactants needed to synthesize it. The reactants are: C=Cc1cc([C@]2(O)C[C@@H](C(=O)OC)N(C(=O)OC(C)(C)C)C2)cc2ccccc12.CI. (4) Given the product Oc1ccc2[nH]ncc2c1, predict the reactants needed to synthesize it. The reactants are: COc1ccc2[nH]ncc2c1. (5) Given the product COC1=C(OC)C(=O)C(Cc2ccc(O)c(C(=O)Nc3ccc(OC)nc3OC)c2)=C(C)C1=O, predict the reactants needed to synthesize it. The reactants are: COC1=C(OC)C(=O)C(Cc2ccc(OC(C)=O)c(C(=O)Nc3ccc(OC)nc3OC)c2)=C(C)C1=O. (6) Given the product CCOC(=O)c1n[nH]c2c1CNC2, predict the reactants needed to synthesize it. The reactants are: CCOC(=O)c1n[nH]c2c1CN(Cc1ccccc1)C2.